This data is from Forward reaction prediction with 1.9M reactions from USPTO patents (1976-2016). The task is: Predict the product of the given reaction. Given the reactants [I:1][C:2]1[N:3]=[C:4]([CH3:7])[NH:5][CH:6]=1.C1(C)C=CC(S(O[CH2:18][C:19]([F:22])([F:21])[F:20])(=O)=O)=CC=1.C(=O)([O-])[O-].[Cs+].[Cs+], predict the reaction product. The product is: [I:1][C:2]1[N:3]=[C:4]([CH3:7])[N:5]([CH2:18][C:19]([F:22])([F:21])[F:20])[CH:6]=1.